Task: Predict the reactants needed to synthesize the given product.. Dataset: Full USPTO retrosynthesis dataset with 1.9M reactions from patents (1976-2016) Given the product [OH:13][C:11]1[C:7]([NH:6][C:4](=[O:5])[CH3:3])=[C:8]([OH:9])[N:19]=[C:17]([SH:18])[N:16]=1, predict the reactants needed to synthesize it. The reactants are: C([CH:3](CC)[C:4]([NH:6][CH:7]([C:11]([O-:13])=O)[C:8]([O-])=[O:9])=[O:5])C.[NH2:16][C:17]([NH2:19])=[S:18].[O-]CC.[Na+].O.